This data is from Forward reaction prediction with 1.9M reactions from USPTO patents (1976-2016). The task is: Predict the product of the given reaction. (1) Given the reactants [Cl:1][C:2]1[CH:3]=[CH:4][C:5]([NH2:10])=[C:6](N)[C:7]=1[Cl:8].C(N=C=S)(C)C.CC1C=CC(S([O-])(=O)=O)=CC=1.C[N+]1(CC[N:37]=[C:38]=[N:39][CH:40]2[CH2:45]CCC[CH2:41]2)CCOCC1, predict the reaction product. The product is: [Cl:1][C:2]1[C:7]([Cl:8])=[CH:6][C:5]2[NH:10][C:38]([NH:39][CH:40]([CH3:45])[CH3:41])=[N:37][C:4]=2[CH:3]=1. (2) The product is: [Br:10][C:6]1[CH:7]=[N:8][CH:9]=[C:2]([N:18]2[CH2:17][CH2:16][N:15]3[C:20](=[CH:21][C:22]4[CH2:23][C:12]([CH3:11])([CH3:25])[CH2:13][C:14]=43)[C:19]2=[O:24])[C:3]=1[CH:4]=[O:5]. Given the reactants Br[C:2]1[CH:9]=[N:8][CH:7]=[C:6]([Br:10])[C:3]=1[CH:4]=[O:5].[CH3:11][C:12]1([CH3:25])[CH2:23][C:22]2[CH:21]=[C:20]3[N:15]([CH2:16][CH2:17][NH:18][C:19]3=[O:24])[C:14]=2[CH2:13]1.C(=O)([O-])[O-].[Cs+].[Cs+].CC1(C)C2C(=C(P(C3C=CC=CC=3)C3C=CC=CC=3)C=CC=2)OC2C(P(C3C=CC=CC=3)C3C=CC=CC=3)=CC=CC1=2, predict the reaction product. (3) Given the reactants [O:1]1[CH:5]=[CH:4][CH:3]=[C:2]1[C:6]1[NH:11][C:10](=O)[C:9]2=[C:13]([CH3:17])[N:14]=[C:15]([CH3:16])[N:8]2[N:7]=1.P(Cl)(Cl)(Cl)=O.[NH:23]1[CH:27]=[N:26][CH:25]=[N:24]1, predict the reaction product. The product is: [O:1]1[CH:5]=[CH:4][CH:3]=[C:2]1[C:6]1[N:11]=[C:10]([N:23]2[CH:27]=[N:26][CH:25]=[N:24]2)[C:9]2=[C:13]([CH3:17])[N:14]=[C:15]([CH3:16])[N:8]2[N:7]=1. (4) Given the reactants [CH3:1][S:2]([C:5]([C:8]1[CH:9]=[C:10]2[C:15](=[C:16]([C:18]3[CH:19]=[C:20]([C:24]4[CH:29]=[CH:28][C:27]([CH2:30]O)=[CH:26][CH:25]=4)[CH:21]=[CH:22][CH:23]=3)[CH:17]=1)[N:14]=[CH:13][CH:12]=[CH:11]2)([CH3:7])[CH3:6])(=[O:4])=[O:3].[BrH:32].O.[OH-].[Na+], predict the reaction product. The product is: [Br:32][CH2:30][C:27]1[CH:28]=[CH:29][C:24]([C:20]2[CH:21]=[CH:22][CH:23]=[C:18]([C:16]3[CH:17]=[C:8]([C:5]([S:2]([CH3:1])(=[O:4])=[O:3])([CH3:7])[CH3:6])[CH:9]=[C:10]4[C:15]=3[N:14]=[CH:13][CH:12]=[CH:11]4)[CH:19]=2)=[CH:25][CH:26]=1.